This data is from Experimentally validated miRNA-target interactions with 360,000+ pairs, plus equal number of negative samples. The task is: Binary Classification. Given a miRNA mature sequence and a target amino acid sequence, predict their likelihood of interaction. (1) The protein sequence of the target gene is MADTDEGFGLARTPLEPDSKDRSCDSKPESALGAPSKSPSSPQAAFTQQGMEGIKVFLHERELWLKFHEVGTEMIITKAGRRMFPSYKVKVTGLNPKTKYILLMDIVPADDHRYKFADNKWSVTGKAEPAMPGRLYVHPDSPATGAHWMRQLVSFQKLKLTNNHLDPFGHIILNSMHKYQPRLHIVKADENNGFGSKNTAFCTHVFPETAFIAVTSYQNHKITQLKIENNPFAKGFRGSDDLELHRMSRMQSKEYPVVPRSTVRHKVTSNHSPFSSETRALSTSSNLGSQYQCENGVSGP.... Result: 0 (no interaction). The miRNA is hsa-miR-382-3p with sequence AAUCAUUCACGGACAACACUU. (2) The miRNA is hsa-miR-378b with sequence ACUGGACUUGGAGGCAGAA. The protein sequence of the target gene is MTTSYMNGHVTEESDSGIKNLDLASPEEYPKHREMAVDCPGDLGTRMMPVRRSAQLERIRQQQEDMRRRREEEGKKQELDLNSSMRLKKLAQIPPKTGIDNPIFDTEEGIVLESPHYAVNILDVEDLFSSLKHIQHTLVDSQSQEDISLLLQLVQNRDFQNAFKIHNAVTVHMSKASPPFPLIANVQDLVQEVQTVLKPVHQKEGQELTALLNAPHIQALLLAHDKVAEQEMQLEPITDERVYESIGHYGGETVKIVRIEKARDIPLGATVRNEMDSVIISRIVKGGAAEKSGLLHEGDE.... Result: 0 (no interaction).